This data is from Full USPTO retrosynthesis dataset with 1.9M reactions from patents (1976-2016). The task is: Predict the reactants needed to synthesize the given product. (1) Given the product [Cl:18][C:19]1[CH:20]=[N:21][C:22]([N:25]2[CH2:30][CH2:29][CH:28]([CH2:31][CH2:32][CH2:33][O:8][C:6]3[CH:5]=[CH:4][C:3]([CH2:9][C:10]([N:12]4[CH2:13][CH2:14][O:15][CH2:16][CH2:17]4)=[S:11])=[C:2]([F:1])[CH:7]=3)[CH2:27][CH2:26]2)=[N:23][CH:24]=1, predict the reactants needed to synthesize it. The reactants are: [F:1][C:2]1[CH:7]=[C:6]([OH:8])[CH:5]=[CH:4][C:3]=1[CH2:9][C:10]([N:12]1[CH2:17][CH2:16][O:15][CH2:14][CH2:13]1)=[S:11].[Cl:18][C:19]1[CH:20]=[N:21][C:22]([N:25]2[CH2:30][CH2:29][CH:28]([CH2:31][CH2:32][CH2:33]O)[CH2:27][CH2:26]2)=[N:23][CH:24]=1. (2) Given the product [NH:10]1[C:11]2[CH:28]=[CH:29][C:24]([N:31]3[CH:41]([C:19]4[CH:14]=[CH:15][C:16]([N:21]5[CH2:18][CH2:19][CH2:14][CH2:15]5)=[CH:17][CH:18]=4)[CH2:40][O:39][C:32]3=[O:36])=[CH:25][C:12]=2[N:8]=[CH:9]1, predict the reactants needed to synthesize it. The reactants are: [N:8]1(C([N:8]2[CH:12]=[CH:11][N:10]=[CH:9]2)=O)[CH:12]=[CH:11][N:10]=[CH:9]1.I[C:14]1[CH:15]=[C:16]([NH2:21])[C:17](N)=[CH:18][CH:19]=1.[F-].[Cs+].[CH:24]1([NH2:31])[CH2:29][CH2:28]CC[CH:25]1N.[CH:32]([O:39][CH2:40][CH3:41])([O:36]CC)OCC. (3) Given the product [CH2:21]([O:20][C:18]([NH:17][C@@H:15]([CH3:16])[C:14]([NH:13][C@@H:4]([CH2:5][C:6]1[CH:11]=[CH:10][C:9]([Cl:12])=[CH:8][CH:7]=1)[C:3]([OH:29])=[O:2])=[O:28])=[O:19])[C:22]1[CH:27]=[CH:26][CH:25]=[CH:24][CH:23]=1, predict the reactants needed to synthesize it. The reactants are: C[O:2][C:3](=[O:29])[C@@H:4]([NH:13][C:14](=[O:28])[C@@H:15]([NH:17][C:18]([O:20][CH2:21][C:22]1[CH:27]=[CH:26][CH:25]=[CH:24][CH:23]=1)=[O:19])[CH3:16])[CH2:5][C:6]1[CH:11]=[CH:10][C:9]([Cl:12])=[CH:8][CH:7]=1.[OH-].C[Sn+](C)C.